The task is: Predict the reactants needed to synthesize the given product.. This data is from Full USPTO retrosynthesis dataset with 1.9M reactions from patents (1976-2016). Given the product [CH3:1][NH:2][C:3]([C:5]1[C:6]2[S:27][C:26]([C:28]3[CH:33]=[CH:32][CH:31]=[CH:30][CH:29]=3)=[CH:25][C:7]=2[C:8]([NH:11][C@H:12]2[CH2:17][CH2:16][CH2:15][NH:14][CH2:13]2)=[N:9][CH:10]=1)=[O:4], predict the reactants needed to synthesize it. The reactants are: [CH3:1][NH:2][C:3]([C:5]1[C:6]2[S:27][C:26]([C:28]3[CH:33]=[CH:32][CH:31]=[CH:30][CH:29]=3)=[CH:25][C:7]=2[C:8]([NH:11][C@H:12]2[CH2:17][CH2:16][CH2:15][N:14](C(OC(C)(C)C)=O)[CH2:13]2)=[N:9][CH:10]=1)=[O:4].Cl.